Dataset: Forward reaction prediction with 1.9M reactions from USPTO patents (1976-2016). Task: Predict the product of the given reaction. The product is: [CH2:9]([O:11][C:12](=[O:24])[CH2:13][C:14]1[C:19]([N+:20]([O-:22])=[O:21])=[CH:18][N:17]=[C:16]([N:29]2[CH2:30][CH2:31][N:26]([CH3:25])[CH2:27][CH2:28]2)[CH:15]=1)[CH3:10]. Given the reactants P([O-])([O-])([O-])=O.[K+].[K+].[K+].[CH2:9]([O:11][C:12](=[O:24])[CH2:13][C:14]1[C:19]([N+:20]([O-:22])=[O:21])=[CH:18][N:17]=[C:16](Br)[CH:15]=1)[CH3:10].[CH3:25][N:26]1[CH2:31][CH2:30][NH:29][CH2:28][CH2:27]1.[Na+].[Cl-], predict the reaction product.